The task is: Predict the reaction yield, written as a fraction of the theoretical maximum amount of product (1.0 means a 100% yield; for example, 0.34 means a 34% yield).. This data is from Reaction yield outcomes from USPTO patents with 853,638 reactions. (1) The reactants are [NH2:1][C:2]1[S:6][C:5]2[CH2:7][CH2:8][CH2:9][C:4]=2[C:3]=1[C:10]([C:12]1[S:13][CH:14]=[CH:15][CH:16]=1)=O.[CH3:17][C:18](=O)[CH2:19][C:20](=[O:22])[CH3:21]. The catalyst is C(O)(=O)C.S(=O)(=O)(O)O. The product is [CH3:17][C:18]1[N:1]=[C:2]2[S:6][C:5]3[CH2:7][CH2:8][CH2:9][C:4]=3[C:3]2=[C:10]([C:12]2[S:13][CH:14]=[CH:15][CH:16]=2)[C:19]=1[C:20](=[O:22])[CH3:21]. The yield is 0.390. (2) The reactants are [H-].[Na+].C1COCC1.[CH2:8]([OH:12])[CH2:9][CH2:10][OH:11].[Cl:13][C:14]1[N:19]=[C:18](Cl)[CH:17]=[CH:16][N:15]=1. The catalyst is [Cl-].[Na+].O. The product is [Cl:13][C:14]1[N:19]=[C:18]([O:11][CH2:10][CH2:9][CH2:8][OH:12])[CH:17]=[CH:16][N:15]=1. The yield is 0.220. (3) The reactants are [CH2:1]([O:8][CH2:9][C@H:10]1[C@@H:14]([O:15][Si:16]([C:19]([CH3:22])([CH3:21])[CH3:20])([CH3:18])[CH3:17])[CH2:13][C@H:12]([NH2:23])[CH2:11]1)[C:2]1[CH:7]=[CH:6][CH:5]=[CH:4][CH:3]=1.C(N(CC)CC)C.[Cl:31][C:32]1[N:37]=[C:36](Cl)[N:35]=[C:34]([NH:39][C@@H:40]2[C:48]3[C:43](=[CH:44][CH:45]=[CH:46][CH:47]=3)[CH2:42][C@@H:41]2[O:49][CH3:50])[N:33]=1. The catalyst is C1COCC1. The product is [CH2:1]([O:8][CH2:9][C@H:10]1[C@@H:14]([O:15][Si:16]([C:19]([CH3:20])([CH3:22])[CH3:21])([CH3:18])[CH3:17])[CH2:13][C@H:12]([NH:23][C:36]2[N:35]=[C:34]([NH:39][C@@H:40]3[C:48]4[C:43](=[CH:44][CH:45]=[CH:46][CH:47]=4)[CH2:42][C@@H:41]3[O:49][CH3:50])[N:33]=[C:32]([Cl:31])[N:37]=2)[CH2:11]1)[C:2]1[CH:7]=[CH:6][CH:5]=[CH:4][CH:3]=1. The yield is 0.310. (4) The reactants are CC1(C)C(C)(C)OB([C:9]2[CH:14]=[CH:13][C:12]([C:15]([F:18])([F:17])[F:16])=[CH:11][CH:10]=2)O1.Br[C:21]1[CH:22]=[N:23][CH:24]=[C:25]([CH:28]=1)[C:26]#[N:27].C(=O)([O-])[O-].[K+].[K+].O. The catalyst is CN(C=O)C.C1C=CC([P]([Pd]([P](C2C=CC=CC=2)(C2C=CC=CC=2)C2C=CC=CC=2)([P](C2C=CC=CC=2)(C2C=CC=CC=2)C2C=CC=CC=2)[P](C2C=CC=CC=2)(C2C=CC=CC=2)C2C=CC=CC=2)(C2C=CC=CC=2)C2C=CC=CC=2)=CC=1. The product is [F:18][C:15]([F:16])([F:17])[C:12]1[CH:11]=[CH:10][C:9]([C:21]2[CH:22]=[N:23][CH:24]=[C:25]([CH:28]=2)[C:26]#[N:27])=[CH:14][CH:13]=1. The yield is 0.710. (5) The reactants are Br[CH2:2]/[CH:3]=[CH:4]/[C:5]([NH:7][C:8]1[CH:9]=[C:10]2[C:15](=[CH:16][C:17]=1[O:18][C@H:19]1[CH2:23][CH2:22][O:21][CH2:20]1)[N:14]=[CH:13][N:12]=[C:11]2[NH:24][C:25]1[CH:30]=[CH:29][C:28]([F:31])=[C:27]([Cl:32])[CH:26]=1)=[O:6].C(N(C(C)C)CC)(C)C.[O:42]1[C@H:47]2[CH2:48][NH:49][CH2:50][C@H:46]2[O:45][CH2:44][CH2:43]1.O. The catalyst is CN(C)C(=O)C. The product is [Cl:32][C:27]1[CH:26]=[C:25]([NH:24][C:11]2[C:10]3[C:15](=[CH:16][C:17]([O:18][C@H:19]4[CH2:23][CH2:22][O:21][CH2:20]4)=[C:8]([NH:7][C:5](=[O:6])/[CH:4]=[CH:3]/[CH2:2][N:49]4[CH2:48][C@H:47]5[O:42][CH2:43][CH2:44][O:45][C@H:46]5[CH2:50]4)[CH:9]=3)[N:14]=[CH:13][N:12]=2)[CH:30]=[CH:29][C:28]=1[F:31]. The yield is 0.309. (6) The reactants are [CH3:1][C:2]1[CH:3]=[C:4]([C:16]2[CH:29]=[CH:28][C:19]([NH:20][C:21]3[CH:22]=[C:23]([CH3:27])[CH:24]=[CH:25][CH:26]=3)=[C:18]([CH3:30])[CH:17]=2)[CH:5]=[CH:6][C:7]=1[NH:8][C:9]1[CH:10]=[C:11]([CH3:15])[CH:12]=[CH:13][CH:14]=1.I[C:32]1[CH:33]=[CH:34][CH:35]=[CH:36][CH:37]=1.[CH3:38]C(C)([O-])C.[K+].C(P(C(C)(C)C)C(C)(C)C)(C)(C)C. The catalyst is C([O-])(=O)C.[Pd+2].C([O-])(=O)C.O.C1(C)C(C)=CC=CC=1. The product is [CH3:30][C:18]1[CH:17]=[C:16]([C:4]2[CH:5]=[CH:6][C:7]([NH:8][C:9]3[CH:10]=[C:11]([CH3:15])[CH:12]=[CH:13][CH:14]=3)=[C:2]([CH3:1])[CH:3]=2)[CH:29]=[CH:28][C:19]=1[N:20]([C:34]1[CH:33]=[C:32]([CH3:38])[CH:37]=[CH:36][CH:35]=1)[C:21]1[CH:22]=[C:23]([CH3:27])[CH:24]=[CH:25][CH:26]=1. The yield is 0.700.